This data is from Catalyst prediction with 721,799 reactions and 888 catalyst types from USPTO. The task is: Predict which catalyst facilitates the given reaction. (1) Reactant: C(N(CC)CC)C.Cl[C:9]([O:11][CH2:12][CH3:13])=[O:10].CN(C1C=CC=CN=1)C.[CH2:23]([NH:27][C:28]1[N:36]=[C:35]2[C:31]([N:32]=[C:33]([OH:46])[N:34]2[CH2:37][C:38]2[CH:39]=[N:40][C:41]([O:44][CH3:45])=[CH:42][CH:43]=2)=[C:30]([NH2:47])[N:29]=1)[CH2:24][CH2:25][CH3:26]. Product: [CH2:23]([NH:27][C:28]1[N:36]=[C:35]2[C:31]([N:32]=[C:33]([O:46][C:9]([O:11][CH2:12][CH3:13])=[O:10])[N:34]2[CH2:37][C:38]2[CH:39]=[N:40][C:41]([O:44][CH3:45])=[CH:42][CH:43]=2)=[C:30]([NH2:47])[N:29]=1)[CH2:24][CH2:25][CH3:26]. The catalyst class is: 34. (2) Reactant: [O:1]=[C:2]1[C:6]2([CH2:9][CH2:8][CH2:7]2)[N:5]([C:10]2[CH:15]=[CH:14][C:13]([CH2:16][CH2:17][CH2:18][CH:19]=O)=[CH:12][CH:11]=2)[C:4](=[S:21])[N:3]1[C:22]1[CH:29]=[CH:28][C:25]([C:26]#[N:27])=[C:24]([C:30]([F:33])([F:32])[F:31])[CH:23]=1.[CH2:34]([NH2:37])[CH2:35][NH2:36].BrN1C(=O)CCC1=O. Product: [NH:36]1[CH2:35][CH2:34][N:37]=[C:19]1[CH2:18][CH2:17][CH2:16][C:13]1[CH:12]=[CH:11][C:10]([N:5]2[C:4](=[S:21])[N:3]([C:22]3[CH:29]=[CH:28][C:25]([C:26]#[N:27])=[C:24]([C:30]([F:33])([F:32])[F:31])[CH:23]=3)[C:2](=[O:1])[C:6]32[CH2:7][CH2:8][CH2:9]3)=[CH:15][CH:14]=1. The catalyst class is: 4. (3) Reactant: [C:1]([O:5][C:6]([N:8]1[CH2:13][CH:12]=[C:11]([C:14]2[NH:23][C:17]3[N:18]=[CH:19][N:20]=[C:21](Cl)[C:16]=3[CH:15]=2)[CH2:10][CH2:9]1)=[O:7])([CH3:4])([CH3:3])[CH3:2].[CH3:24][N:25]1[C:33]2[C:28](=[CH:29][C:30]([NH2:34])=[CH:31][CH:32]=2)[CH:27]=[N:26]1. Product: [C:1]([O:5][C:6]([N:8]1[CH2:13][CH:12]=[C:11]([C:14]2[NH:23][C:17]3[N:18]=[CH:19][N:20]=[C:21]([NH:34][C:30]4[CH:29]=[C:28]5[C:33](=[CH:32][CH:31]=4)[N:25]([CH3:24])[N:26]=[CH:27]5)[C:16]=3[CH:15]=2)[CH2:10][CH2:9]1)=[O:7])([CH3:4])([CH3:3])[CH3:2]. The catalyst class is: 114. (4) Reactant: [NH:1]1[C:9]2[C:4](=[CH:5][CH:6]=[C:7]([C:10]([OH:12])=O)[CH:8]=2)[CH:3]=[CH:2]1.CN1CCOCC1.[C:20]([O:24][C:25](=[O:34])[CH2:26][C:27]1[CH:32]=[CH:31][C:30]([NH2:33])=[CH:29][CH:28]=1)([CH3:23])([CH3:22])[CH3:21].O. Product: [C:20]([O:24][C:25](=[O:34])[CH2:26][C:27]1[CH:28]=[CH:29][C:30]([NH:33][C:10]([C:7]2[CH:8]=[C:9]3[C:4]([CH:3]=[CH:2][NH:1]3)=[CH:5][CH:6]=2)=[O:12])=[CH:31][CH:32]=1)([CH3:23])([CH3:21])[CH3:22]. The catalyst class is: 9. (5) Reactant: [Br:1][C:2]1[CH:9]=[CH:8][C:7]([CH2:10]O)=[CH:6][C:3]=1[C:4]#[N:5].S(Cl)([Cl:14])=O.CN(C=O)C.C([O-])(O)=O.[Na+]. Product: [Br:1][C:2]1[CH:9]=[CH:8][C:7]([CH2:10][Cl:14])=[CH:6][C:3]=1[C:4]#[N:5]. The catalyst class is: 2. (6) Product: [CH:1]1[C:10]2[C:5](=[CH:6][CH:7]=[CH:8][CH:9]=2)[CH:4]=[CH:3][C:2]=1[C:11]1[CH:27]=[CH:26][CH:25]=[CH:24][C:12]=1[CH2:13][N:14]1[CH:19]=[CH:18][CH:17]=[C:16]([C:20]([NH:28][C@@H:29]([CH2:37][CH2:38][CH2:39][NH:40][C:41]([NH:43][S:44]([C:47]2[C:48]([CH3:61])=[C:49]3[C:54](=[C:55]([CH3:58])[C:56]=2[CH3:57])[O:53][C:52]([CH3:60])([CH3:59])[CH2:51][CH2:50]3)(=[O:45])=[O:46])=[NH:42])[C:30]([O:32][C:33]([CH3:34])([CH3:35])[CH3:36])=[O:31])=[O:21])[C:15]1=[O:23]. Reactant: [CH:1]1[C:10]2[C:5](=[CH:6][CH:7]=[CH:8][CH:9]=2)[CH:4]=[CH:3][C:2]=1[C:11]1[CH:27]=[CH:26][CH:25]=[CH:24][C:12]=1[CH2:13][N:14]1[CH:19]=[CH:18][CH:17]=[C:16]([C:20](O)=[O:21])[C:15]1=[O:23].[NH2:28][C@@H:29]([CH2:37][CH2:38][CH2:39][NH:40][C:41]([NH:43][S:44]([C:47]1[C:48]([CH3:61])=[C:49]2[C:54](=[C:55]([CH3:58])[C:56]=1[CH3:57])[O:53][C:52]([CH3:60])([CH3:59])[CH2:51][CH2:50]2)(=[O:46])=[O:45])=[NH:42])[C:30]([O:32][C:33]([CH3:36])([CH3:35])[CH3:34])=[O:31].CN(C(ON1N=NC2C=CC=CC1=2)=[N+](C)C)C.F[P-](F)(F)(F)(F)F.CCN(C(C)C)C(C)C. The catalyst class is: 3.